From a dataset of Forward reaction prediction with 1.9M reactions from USPTO patents (1976-2016). Predict the product of the given reaction. (1) Given the reactants [CH3:1][C:2]1[N:14]2[C:5]([C:6]3[O:7][CH2:8][CH2:9][N:10]([C:15]([O:17][C:18]([CH3:21])([CH3:20])[CH3:19])=[O:16])[C:11]=3[CH:12]=[CH:13]2)=[N:4][C:3]=1[C:22](OCC)=[O:23].[H-].[H-].[H-].[H-].[Li+].[Al+3].O.O.O.O.O.O.O.O.O.O.S([O-])([O-])(=O)=O.[Na+].[Na+], predict the reaction product. The product is: [OH:23][CH2:22][C:3]1[N:4]=[C:5]2[N:14]([C:2]=1[CH3:1])[CH:13]=[CH:12][C:11]1[N:10]([C:15]([O:17][C:18]([CH3:21])([CH3:20])[CH3:19])=[O:16])[CH2:9][CH2:8][O:7][C:6]2=1. (2) Given the reactants [C:1]1([CH:7]([C:31]2[CH:36]=[CH:35][CH:34]=[CH:33][CH:32]=2)[N:8]2[C:16]3[C:11](=[CH:12][C:13]([CH3:17])=[CH:14][CH:15]=3)[C:10]([C:20]3[C:28]([OH:29])=[CH:27][C:23]4[O:24][CH2:25][O:26][C:22]=4[CH:21]=3)([CH2:18]O)[C:9]2=[O:30])[CH:6]=[CH:5][CH:4]=[CH:3][CH:2]=1.C(P(CCCC)CCCC)CCC.N(C(OC(C)(C)C)=O)=NC(OC(C)(C)C)=O, predict the reaction product. The product is: [C:31]1([CH:7]([C:1]2[CH:2]=[CH:3][CH:4]=[CH:5][CH:6]=2)[N:8]2[C:16]3[C:11](=[CH:12][C:13]([CH3:17])=[CH:14][CH:15]=3)[C:10]3([C:20]4=[CH:21][C:22]5[O:26][CH2:25][O:24][C:23]=5[CH:27]=[C:28]4[O:29][CH2:18]3)[C:9]2=[O:30])[CH:32]=[CH:33][CH:34]=[CH:35][CH:36]=1.